Dataset: Protein-peptide binding for MDM2, ACE2, and 12ca5 with 34 validated binders. Task: Binary Classification. Given protein and peptide amino acid sequences, predict whether they interact or not. (1) The protein target is MDM2 with sequence MCNTNMSVPTDGAVTTSQIPASEQETLVRPKPLLLKLLKSVGAQKDTYTMKEVLFYLGQYIMTKRLYDEKQQHIVYCSNDLLGDLFGVPSFSVKEHRKIYTMIYRNLVVVNQQESSDSGTSVSENRCHLEGGSDQKDLVQELQEEKPSSSHLVSRPSTSSRRRAISETEENSDELSGERQRKRHKSDSISLSFDESLALCVIREICCERSSSSESTGTPSNPDLDAGVSEHSGDWLDQDSVSDQFSVEFEVESLDSEDYSLSEEGQELSDEDDEVYQVTVYQAGESDTDSFEEDPEISLADYWKCTSCNEMNPPLPSHCNRCWALRENWLPEDKGKDKGEISEKAKLENSTQAEEGFDVPDCKKTIVNDSRESCVEENDDKITQASQSQESEDYSQPSTSSSIIYSSQEDVKEFEREETQDKEESVESSLPLNAIEPCVICQGRPKNGCIVHGKTGHLMACFTCAKKLKKRNKPCPVCRQPIQMIVLTYFP. The peptide is LTFEHYYAQLTSK. (2) The protein target is MDM2 with sequence MCNTNMSVPTDGAVTTSQIPASEQETLVRPKPLLLKLLKSVGAQKDTYTMKEVLFYLGQYIMTKRLYDEKQQHIVYCSNDLLGDLFGVPSFSVKEHRKIYTMIYRNLVVVNQQESSDSGTSVSENRCHLEGGSDQKDLVQELQEEKPSSSHLVSRPSTSSRRRAISETEENSDELSGERQRKRHKSDSISLSFDESLALCVIREICCERSSSSESTGTPSNPDLDAGVSEHSGDWLDQDSVSDQFSVEFEVESLDSEDYSLSEEGQELSDEDDEVYQVTVYQAGESDTDSFEEDPEISLADYWKCTSCNEMNPPLPSHCNRCWALRENWLPEDKGKDKGEISEKAKLENSTQAEEGFDVPDCKKTIVNDSRESCVEENDDKITQASQSQESEDYSQPSTSSSIIYSSQEDVKEFEREETQDKEESVESSLPLNAIEPCVICQGRPKNGCIVHGKTGHLMACFTCAKKLKKRNKPCPVCRQPIQMIVLTYFP. The peptide is ASFAEYWAALSPK. (3) The protein target is MDM2 with sequence MCNTNMSVPTDGAVTTSQIPASEQETLVRPKPLLLKLLKSVGAQKDTYTMKEVLFYLGQYIMTKRLYDEKQQHIVYCSNDLLGDLFGVPSFSVKEHRKIYTMIYRNLVVVNQQESSDSGTSVSENRCHLEGGSDQKDLVQELQEEKPSSSHLVSRPSTSSRRRAISETEENSDELSGERQRKRHKSDSISLSFDESLALCVIREICCERSSSSESTGTPSNPDLDAGVSEHSGDWLDQDSVSDQFSVEFEVESLDSEDYSLSEEGQELSDEDDEVYQVTVYQAGESDTDSFEEDPEISLADYWKCTSCNEMNPPLPSHCNRCWALRENWLPEDKGKDKGEISEKAKLENSTQAEEGFDVPDCKKTIVNDSRESCVEENDDKITQASQSQESEDYSQPSTSSSIIYSSQEDVKEFEREETQDKEESVESSLPLNAIEPCVICQGRPKNGCIVHGKTGHLMACFTCAKKLKKRNKPCPVCRQPIQMIVLTYFP. The peptide is ASFAEYWNALAAK. (4) The protein target is MDM2 with sequence MCNTNMSVPTDGAVTTSQIPASEQETLVRPKPLLLKLLKSVGAQKDTYTMKEVLFYLGQYIMTKRLYDEKQQHIVYCSNDLLGDLFGVPSFSVKEHRKIYTMIYRNLVVVNQQESSDSGTSVSENRCHLEGGSDQKDLVQELQEEKPSSSHLVSRPSTSSRRRAISETEENSDELSGERQRKRHKSDSISLSFDESLALCVIREICCERSSSSESTGTPSNPDLDAGVSEHSGDWLDQDSVSDQFSVEFEVESLDSEDYSLSEEGQELSDEDDEVYQVTVYQAGESDTDSFEEDPEISLADYWKCTSCNEMNPPLPSHCNRCWALRENWLPEDKGKDKGEISEKAKLENSTQAEEGFDVPDCKKTIVNDSRESCVEENDDKITQASQSQESEDYSQPSTSSSIIYSSQEDVKEFEREETQDKEESVESSLPLNAIEPCVICQGRPKNGCIVHGKTGHLMACFTCAKKLKKRNKPCPVCRQPIQMIVLTYFP. The peptide is TAFAEYWNALSAK. (5) The protein target is ACE2 with sequence MSSSSWLLLSLVAVTAAQSTIEEQAKTFLDKFNHEAEDLFYQSSLASWNYNTNITEENVQNMNNAGDKWSAFLKEQSTLAQMYPLQEIQNLTVKLQLQALQQNGSSVLSEDKSKRLNTILNTMSTIYSTGKVCNPDNPQECLLLEPGLNEIMANSLDYNERLWAWESWRSEVGKQLRPLYEEYVVLKNEMARANHYEDYGDYWRGDYEVNGVDGYDYSRGQLIEDVEHTFEEIKPLYEHLHAYVRAKLMNAYPSYISPIGCLPAHLLGDMWGRFWTNLYSLTVPFGQKPNIDVTDAMVDQAWDAQRIFKEAEKFFVSVGLPNMTQGFWENSMLTDPGNVQKAVCHPTAWDLGKGDFRILMCTKVTMDDFLTAHHEMGHIQYDMAYAAQPFLLRNGANEGFHEAVGEIMSLSAATPKHLKSIGLLSPDFQEDNETEINFLLKQALTIVGTLPFTYMLEKWRWMVFKGEIPKDQWMKKWWEMKREIVGVVEPVPHDETYCDP.... The peptide is LELSTNWVWNPYK. (6) The protein target is MDM2 with sequence MCNTNMSVPTDGAVTTSQIPASEQETLVRPKPLLLKLLKSVGAQKDTYTMKEVLFYLGQYIMTKRLYDEKQQHIVYCSNDLLGDLFGVPSFSVKEHRKIYTMIYRNLVVVNQQESSDSGTSVSENRCHLEGGSDQKDLVQELQEEKPSSSHLVSRPSTSSRRRAISETEENSDELSGERQRKRHKSDSISLSFDESLALCVIREICCERSSSSESTGTPSNPDLDAGVSEHSGDWLDQDSVSDQFSVEFEVESLDSEDYSLSEEGQELSDEDDEVYQVTVYQAGESDTDSFEEDPEISLADYWKCTSCNEMNPPLPSHCNRCWALRENWLPEDKGKDKGEISEKAKLENSTQAEEGFDVPDCKKTIVNDSRESCVEENDDKITQASQSQESEDYSQPSTSSSIIYSSQEDVKEFEREETQDKEESVESSLPLNAIEPCVICQGRPKNGCIVHGKTGHLMACFTCAKKLKKRNKPCPVCRQPIQMIVLTYFP. The peptide is ASAAAYWNLLAPK. (7) The protein target is MDM2 with sequence MCNTNMSVPTDGAVTTSQIPASEQETLVRPKPLLLKLLKSVGAQKDTYTMKEVLFYLGQYIMTKRLYDEKQQHIVYCSNDLLGDLFGVPSFSVKEHRKIYTMIYRNLVVVNQQESSDSGTSVSENRCHLEGGSDQKDLVQELQEEKPSSSHLVSRPSTSSRRRAISETEENSDELSGERQRKRHKSDSISLSFDESLALCVIREICCERSSSSESTGTPSNPDLDAGVSEHSGDWLDQDSVSDQFSVEFEVESLDSEDYSLSEEGQELSDEDDEVYQVTVYQAGESDTDSFEEDPEISLADYWKCTSCNEMNPPLPSHCNRCWALRENWLPEDKGKDKGEISEKAKLENSTQAEEGFDVPDCKKTIVNDSRESCVEENDDKITQASQSQESEDYSQPSTSSSIIYSSQEDVKEFEREETQDKEESVESSLPLNAIEPCVICQGRPKNGCIVHGKTGHLMACFTCAKKLKKRNKPCPVCRQPIQMIVLTYFP. The peptide is AAFAAYWAAASAK.